From a dataset of Forward reaction prediction with 1.9M reactions from USPTO patents (1976-2016). Predict the product of the given reaction. (1) Given the reactants [CH2:1]([O:3][C:4]([C:6]1([NH:11][C:12]([CH:14]2[CH2:18][CH:17]([O:19][C:20]3[C:29]4[C:24](=[CH:25][C:26]([O:30][CH3:31])=[CH:27][CH:28]=4)[N:23]=[C:22]([C:32]4[CH:37]=[CH:36][CH:35]=[CH:34][CH:33]=4)[CH:21]=3)[CH2:16][NH:15]2)=[O:13])[CH2:8][CH:7]1[CH:9]=[CH2:10])=[O:5])[CH3:2].[C:38](=O)([O-])[OH:39].[Na+].C(Cl)(Cl)=O.[C:47]([O:51][C:52]([NH:54][NH:55][CH2:56][CH2:57][CH2:58][CH2:59][CH2:60][CH:61]=[CH2:62])=[O:53])([CH3:50])([CH3:49])[CH3:48], predict the reaction product. The product is: [CH2:1]([O:3][C:4]([C:6]1([NH:11][C:12]([CH:14]2[CH2:18][CH:17]([O:19][C:20]3[C:29]4[C:24](=[CH:25][C:26]([O:30][CH3:31])=[CH:27][CH:28]=4)[N:23]=[C:22]([C:32]4[CH:33]=[CH:34][CH:35]=[CH:36][CH:37]=4)[CH:21]=3)[CH2:16][N:15]2[C:38]([N:55]([CH2:56][CH2:57][CH2:58][CH2:59][CH2:60][CH:61]=[CH2:62])[NH:54][C:52]([O:51][C:47]([CH3:50])([CH3:49])[CH3:48])=[O:53])=[O:39])=[O:13])[CH2:8][CH:7]1[CH:9]=[CH2:10])=[O:5])[CH3:2]. (2) Given the reactants [Br:1][C:2]1[CH:3]=[C:4]2[C:8](=[CH:9][CH:10]=1)[NH:7][C:6]1[CH2:11][N:12]([C:15]([O:17][C:18]([CH3:21])([CH3:20])[CH3:19])=[O:16])[CH2:13][CH2:14][C:5]2=1.[H-].[Na+].[CH3:24]I, predict the reaction product. The product is: [Br:1][C:2]1[CH:3]=[C:4]2[C:8](=[CH:9][CH:10]=1)[N:7]([CH3:24])[C:6]1[CH2:11][N:12]([C:15]([O:17][C:18]([CH3:21])([CH3:20])[CH3:19])=[O:16])[CH2:13][CH2:14][C:5]2=1. (3) Given the reactants Br[C:2]1[CH:7]=[CH:6][C:5]([Si:8]([CH3:17])([O:13][CH:14]([CH3:16])[CH3:15])[O:9][CH:10]([CH3:12])[CH3:11])=[CH:4][CH:3]=1.[Mg].[I:19]I, predict the reaction product. The product is: [I:19][C:2]1[CH:7]=[CH:6][C:5]([Si:8]([CH3:17])([O:13][CH:14]([CH3:16])[CH3:15])[O:9][CH:10]([CH3:12])[CH3:11])=[CH:4][CH:3]=1. (4) Given the reactants [CH:1]([NH:4]/[C:5](/SC)=[CH:6]/[C:7]#[N:8])([CH3:3])[CH3:2].O.[NH2:12][NH2:13], predict the reaction product. The product is: [CH:1]([NH:4][C:5]1[CH:6]=[C:7]([NH2:8])[NH:13][N:12]=1)([CH3:3])[CH3:2]. (5) Given the reactants [F:1][C:2]([C:5]1[CH:6]=[C:7]([NH:11][C:12](=[O:20])[O:13][C:14]2[CH:19]=[CH:18][CH:17]=[CH:16][CH:15]=2)[CH:8]=[CH:9]C=1)([F:4])C.BrC1C=C[N:25]=C(C(F)F)C=1.BrC1C=CC=C(C(F)(F)C)C=1, predict the reaction product. The product is: [F:1][CH:2]([F:4])[C:5]1[CH:6]=[C:7]([NH:11][C:12](=[O:20])[O:13][C:14]2[CH:19]=[CH:18][CH:17]=[CH:16][CH:15]=2)[CH:8]=[CH:9][N:25]=1. (6) Given the reactants [CH:1]1[C:10]2[C:5](=[CH:6][CH:7]=[CH:8][CH:9]=2)[CH:4]=[CH:3][C:2]=1[O:11][C:12]1[CH:13]=[C:14]([CH:17]=[CH:18][CH:19]=1)[C:15]#[N:16].C1COCC1.[H-].[Al+3].[Li+].[H-].[H-].[H-].[OH-].[Na+], predict the reaction product. The product is: [CH:1]1[C:10]2[C:5](=[CH:6][CH:7]=[CH:8][CH:9]=2)[CH:4]=[CH:3][C:2]=1[O:11][C:12]1[CH:13]=[C:14]([CH:17]=[CH:18][CH:19]=1)[CH2:15][NH2:16]. (7) Given the reactants [CH2:1]([N:4]([CH2:26][CH2:27][CH3:28])[C:5]([C:7]1[CH:8]=[C:9]([CH:14]=[C:15](B2OC(C)(C)C(C)(C)O2)[CH:16]=1)[C:10]([O:12][CH3:13])=[O:11])=[O:6])[CH2:2][CH3:3].[CH3:29][N:30]([S:32]([C:35]1[CH:40]=[CH:39][C:38](Br)=[CH:37][CH:36]=1)(=[O:34])=[O:33])[CH3:31].C(=O)([O-])[O-].[Na+].[Na+], predict the reaction product. The product is: [CH3:29][N:30]([CH3:31])[S:32]([C:35]1[CH:36]=[CH:37][C:38]([C:15]2[CH:16]=[C:7]([C:5]([N:4]([CH2:1][CH2:2][CH3:3])[CH2:26][CH2:27][CH3:28])=[O:6])[CH:8]=[C:9]([C:10]([O:12][CH3:13])=[O:11])[CH:14]=2)=[CH:39][CH:40]=1)(=[O:33])=[O:34]. (8) Given the reactants C(Cl)(=O)C(Cl)=O.CS(C)=O.[CH3:11][O:12][C:13]1[CH:14]=[C:15]([CH:43]=[CH:44][C:45]=1[O:46][CH3:47])[CH2:16][C:17]1[NH:22][C:21](=[O:23])[C:20]([CH:24]([NH:27][C:28](=[O:42])[CH:29]([CH:39]([OH:41])[CH3:40])[CH2:30][CH2:31][CH2:32][C:33]2[CH:38]=[CH:37][CH:36]=[CH:35][CH:34]=2)[CH2:25][CH3:26])=[N:19][N:18]=1.C(N(CC)CC)C, predict the reaction product. The product is: [C:39]([CH:29]([CH2:30][CH2:31][CH2:32][C:33]1[CH:38]=[CH:37][CH:36]=[CH:35][CH:34]=1)[C:28]([NH:27][CH:24]([C:20]1[C:21](=[O:23])[NH:22][C:17]([CH2:16][C:15]2[CH:43]=[CH:44][C:45]([O:46][CH3:47])=[C:13]([O:12][CH3:11])[CH:14]=2)=[N:18][N:19]=1)[CH2:25][CH3:26])=[O:42])(=[O:41])[CH3:40]. (9) Given the reactants C(C1COC(=O)N1[C:14](=[O:35])[CH:15]([CH3:34])[CH:16]([O:26][Si:27]([CH2:32][CH3:33])([CH2:30][CH3:31])[CH2:28][CH3:29])[C:17]([CH3:25])=[CH:18][C:19]1[N:20]=[C:21]([CH3:24])[S:22][CH:23]=1)C1C=CC=CC=1.CO.[Li+].[BH4-], predict the reaction product. The product is: [CH3:34][CH:15]([CH:16]([O:26][Si:27]([CH2:32][CH3:33])([CH2:28][CH3:29])[CH2:30][CH3:31])[C:17]([CH3:25])=[CH:18][C:19]1[N:20]=[C:21]([CH3:24])[S:22][CH:23]=1)[CH2:14][OH:35]. (10) The product is: [CH3:1][C:2]1[C:3]([O:13][CH2:14][CH2:15][C@@H:16]2[CH2:18][C@@H:17]2[CH:19]2[CH2:24][CH2:23][N:22]([C:25]([O:27][C:28]3([CH3:35])[CH2:30][CH2:29]3)=[O:26])[CH2:21][CH2:20]2)=[N:4][CH:5]=[C:6]([N:8]2[CH:12]=[N:11][N:10]=[N:9]2)[CH:7]=1. Given the reactants [CH3:1][C:2]1[C:3]([O:13][CH2:14][CH2:15][C@@H:16]2[CH2:18][C@@H:17]2[CH:19]2[CH2:24][CH2:23][N:22]([C:25]([O:27][CH2:28][C:29]3C=CC=C[CH:30]=3)=[O:26])[CH2:21][CH2:20]2)=[N:4][CH:5]=[C:6]([N:8]2[CH:12]=[N:11][N:10]=[N:9]2)[CH:7]=1.[CH3:35]CO, predict the reaction product.